Dataset: Full USPTO retrosynthesis dataset with 1.9M reactions from patents (1976-2016). Task: Predict the reactants needed to synthesize the given product. (1) Given the product [F:1][C:2]1[CH:3]=[CH:4][C:5]([CH2:8][C:9]2[CH:18]=[C:17]3[C:12]([C:13]([OH:29])=[C:14]([C:24]([NH:34][CH2:33][CH2:32][O:31][CH3:30])=[O:25])[C:15](=[O:23])[N:16]3[CH2:19][CH2:20][CH2:21][OH:22])=[N:11][CH:10]=2)=[CH:6][CH:7]=1, predict the reactants needed to synthesize it. The reactants are: [F:1][C:2]1[CH:7]=[CH:6][C:5]([CH2:8][C:9]2[CH:18]=[C:17]3[C:12]([C:13]([OH:29])=[C:14]([C:24](OCC)=[O:25])[C:15](=[O:23])[N:16]3[CH2:19][CH2:20][CH2:21][OH:22])=[N:11][CH:10]=2)=[CH:4][CH:3]=1.[CH3:30][O:31][CH2:32][CH2:33][NH2:34]. (2) Given the product [CH3:1][O:2][C:3]1[CH:15]=[CH:14][C:13]([NH2:16])=[CH:12][C:4]=1[O:5][CH:6]1[CH2:10][CH2:9][N:8]([CH3:11])[CH2:7]1, predict the reactants needed to synthesize it. The reactants are: [CH3:1][O:2][C:3]1[CH:15]=[CH:14][C:13]([N+:16]([O-])=O)=[CH:12][C:4]=1[O:5][CH:6]1[CH2:10][CH2:9][N:8]([CH3:11])[CH2:7]1. (3) The reactants are: [C:1]([C:5]1[CH:10]=[CH:9][C:8]([S:11](Cl)(=[O:13])=[O:12])=[CH:7][CH:6]=1)([CH3:4])([CH3:3])[CH3:2].[NH2:15][C:16]1[C:21]([O:22][C:23]2[CH:28]=[CH:27][CH:26]=[CH:25][C:24]=2[O:29][CH3:30])=[C:20]([O:31][CH3:32])[N:19]=[C:18]([C:33]2[N:38]=[CH:37][CH:36]=[CH:35][N:34]=2)[N:17]=1. Given the product [C:1]([C:5]1[CH:10]=[CH:9][C:8]([S:11]([NH:15][C:16]2[C:21]([O:22][C:23]3[CH:28]=[CH:27][CH:26]=[CH:25][C:24]=3[O:29][CH3:30])=[C:20]([O:31][CH3:32])[N:19]=[C:18]([C:33]3[N:38]=[CH:37][CH:36]=[CH:35][N:34]=3)[N:17]=2)(=[O:13])=[O:12])=[CH:7][CH:6]=1)([CH3:4])([CH3:3])[CH3:2], predict the reactants needed to synthesize it. (4) Given the product [NH2:28][CH:29]([C:33]1[CH:38]=[CH:37][CH:36]=[CH:35][CH:34]=1)[C:30]([N:7]([C:3]1[CH:2]=[C:1]([CH3:20])[CH:6]=[CH:5][CH:4]=1)[CH2:8][CH2:9][C:10]1[CH:15]=[CH:14][C:13]([C:16]([F:17])([F:18])[F:19])=[CH:12][CH:11]=1)=[O:31], predict the reactants needed to synthesize it. The reactants are: [C:1]1([CH3:20])[CH:6]=[CH:5][CH:4]=[C:3]([NH:7][CH2:8][CH2:9][C:10]2[CH:15]=[CH:14][C:13]([C:16]([F:19])([F:18])[F:17])=[CH:12][CH:11]=2)[CH:2]=1.C(OC([NH:28][CH:29]([C:33]1[CH:38]=[CH:37][CH:36]=[CH:35][CH:34]=1)[C:30](O)=[O:31])=O)(C)(C)C. (5) Given the product [F:7][C:8]1[CH:9]=[C:10]([CH:15]2[CH2:20][CH2:19][N:18]([C:50]([O:49][CH2:42][C:43]3[CH:44]=[CH:45][CH:46]=[CH:47][CH:48]=3)=[O:52])[CH2:17][CH:16]2[C:22]([O:24][CH3:25])=[O:23])[CH:11]=[CH:12][C:13]=1[CH3:14], predict the reactants needed to synthesize it. The reactants are: C([O-])([O-])=O.[Cs+].[Cs+].[F:7][C:8]1[CH:9]=[C:10]([CH:15]2[CH2:20][CH2:19][N:18](C)[CH2:17][CH:16]2[C:22]([O:24][CH3:25])=[O:23])[CH:11]=[CH:12][C:13]=1[CH3:14].CC(Cl)OC(Cl)=O.CCN(C(C)C)C(C)C.[CH2:42]([O:49][C:50]([O:52]N1C(=O)CCC1=O)=O)[C:43]1[CH:48]=[CH:47][CH:46]=[CH:45][CH:44]=1. (6) Given the product [F:35][C:34]1[CH:33]=[CH:32][C:28]([C:29]([N:2]2[CH2:6][CH2:5][CH2:4][C@H:3]([C:7]3[O:11][N:10]=[C:9]([C:23]4[NH:20][CH:21]=[CH:22][CH:24]=4)[N:8]=3)[CH2:38]2)=[O:30])=[CH:27][CH:26]=1.[F:25][C:26]1[CH:27]=[C:28]([C:29]([N:14]2[CH2:15][CH2:16][CH2:17][C@H:12]([C:9]3[N:8]=[C:7]([C:3]4[NH:2][CH:6]=[CH:5][CH:4]=4)[O:11][N:10]=3)[CH2:13]2)=[O:30])[CH:32]=[CH:33][C:34]=1[F:35], predict the reactants needed to synthesize it. The reactants are: Cl.[NH:2]1[CH:6]=[CH:5][CH:4]=[C:3]1[C:7]1[O:11][N:10]=[C:9]([C@H:12]2[CH2:17][CH2:16][CH2:15][NH:14][CH2:13]2)[N:8]=1.C([N:20]([CH2:23][CH3:24])[CH2:21][CH3:22])C.[F:25][C:26]1[CH:27]=[C:28]([CH:32]=[CH:33][C:34]=1[F:35])[C:29](Cl)=[O:30].O.Cl[CH2:38]Cl. (7) Given the product [C:1]([O:5][C:6]([NH:8][C@@H:9]([C:12]([N:14]([O:16][CH3:17])[CH3:15])=[O:13])[CH2:10][O:11][Si:27]([C:23]([CH3:26])([CH3:25])[CH3:24])([C:34]1[CH:35]=[CH:36][CH:37]=[CH:38][CH:39]=1)[C:28]1[CH:33]=[CH:32][CH:31]=[CH:30][CH:29]=1)=[O:7])([CH3:4])([CH3:3])[CH3:2], predict the reactants needed to synthesize it. The reactants are: [C:1]([O:5][C:6]([NH:8][C@@H:9]([C:12]([N:14]([O:16][CH3:17])[CH3:15])=[O:13])[CH2:10][OH:11])=[O:7])([CH3:4])([CH3:3])[CH3:2].N1C=CN=C1.[C:23]([Si:27](Cl)([C:34]1[CH:39]=[CH:38][CH:37]=[CH:36][CH:35]=1)[C:28]1[CH:33]=[CH:32][CH:31]=[CH:30][CH:29]=1)([CH3:26])([CH3:25])[CH3:24]. (8) Given the product [Cl:29][C:30]1[CH:35]=[C:34]([CH:33]=[CH:32][CH:31]=1)[O:1][C@@H:2]([C:23]1[CH:24]=[CH:25][CH:26]=[CH:27][CH:28]=1)[CH2:3][CH2:4][N:5]1[CH2:10][CH2:9][CH:8]([C:11]2[CH:12]=[C:13]([NH:17][C:18](=[O:22])[CH:19]([CH3:21])[CH3:20])[CH:14]=[CH:15][CH:16]=2)[CH2:7][CH2:6]1, predict the reactants needed to synthesize it. The reactants are: [OH:1][C@H:2]([C:23]1[CH:28]=[CH:27][CH:26]=[CH:25][CH:24]=1)[CH2:3][CH2:4][N:5]1[CH2:10][CH2:9][CH:8]([C:11]2[CH:12]=[C:13]([NH:17][C:18](=[O:22])[CH:19]([CH3:21])[CH3:20])[CH:14]=[CH:15][CH:16]=2)[CH2:7][CH2:6]1.[Cl:29][C:30]1[CH:31]=[C:32](O)[CH:33]=[CH:34][CH:35]=1.C1(P(C2C=CC=CC=2)C2C=CC=CC=2)C=CC=CC=1.N(C(OCC)=O)=NC(OCC)=O.N.